This data is from Forward reaction prediction with 1.9M reactions from USPTO patents (1976-2016). The task is: Predict the product of the given reaction. Given the reactants [O:1]1[CH:5]=[N:4][N:3]=[C:2]1[C@H:6]1[N:16]2[C@@H:10]([S:11][CH2:12][CH2:13][C@H:14]([NH:18]C(=O)OC(C)(C)C)[C:15]2=[O:17])[CH2:9][CH2:8][CH2:7]1.[C:26]([OH:32])([C:28]([F:31])([F:30])[F:29])=[O:27], predict the reaction product. The product is: [F:29][C:28]([F:31])([F:30])[C:26]([OH:32])=[O:27].[NH2:18][C@H:14]1[CH2:13][CH2:12][S:11][C@H:10]2[CH2:9][CH2:8][CH2:7][C@@H:6]([C:2]3[O:1][CH:5]=[N:4][N:3]=3)[N:16]2[C:15]1=[O:17].